Task: Predict the reaction yield, written as a fraction of the theoretical maximum amount of product (1.0 means a 100% yield; for example, 0.34 means a 34% yield).. Dataset: Reaction yield outcomes from USPTO patents with 853,638 reactions The product is [CH2:12]([O:19][C:20]([N:22]1[CH2:23][CH:24]2[CH2:29][CH:28]([CH2:30][O:31][C:32]3[CH:41]=[C:40]4[C:35]([C:36]([O:8][C:5]5[CH:6]=[CH:7][C:2]([NH2:1])=[CH:3][C:4]=5[F:9])=[N:37][CH:38]=[N:39]4)=[CH:34][C:33]=3[O:43][CH3:44])[CH2:27][CH:25]2[CH2:26]1)=[O:21])[C:13]1[CH:18]=[CH:17][CH:16]=[CH:15][CH:14]=1. The reactants are [NH2:1][C:2]1[CH:7]=[CH:6][C:5]([OH:8])=[C:4]([F:9])[CH:3]=1.[H-].[Na+].[CH2:12]([O:19][C:20]([N:22]1[CH2:26][CH:25]2[CH2:27][CH:28]([CH2:30][O:31][C:32]3[CH:41]=[C:40]4[C:35]([C:36](Cl)=[N:37][CH:38]=[N:39]4)=[CH:34][C:33]=3[O:43][CH3:44])[CH2:29][CH:24]2[CH2:23]1)=[O:21])[C:13]1[CH:18]=[CH:17][CH:16]=[CH:15][CH:14]=1. The catalyst is CN(C=O)C.CCOC(C)=O. The yield is 1.00.